This data is from Full USPTO retrosynthesis dataset with 1.9M reactions from patents (1976-2016). The task is: Predict the reactants needed to synthesize the given product. (1) Given the product [CH3:1][S:2][C:3]1[CH:4]=[CH:5][C:6]([CH:9]2[CH2:14][CH2:13][N:12]([CH2:15][CH2:16][CH2:17][C:18]([NH:20][C:21]3[CH:29]=[CH:28][CH:27]=[CH:26][C:22]=3[C:23]([NH2:25])=[O:24])=[O:19])[CH2:11][CH2:10]2)=[CH:7][CH:8]=1, predict the reactants needed to synthesize it. The reactants are: [CH3:1][S:2][C:3]1[CH:8]=[CH:7][C:6]([C:9]2[CH2:10][CH2:11][N:12]([CH2:15][CH2:16][CH2:17][C:18]([NH:20][C:21]3[CH:29]=[CH:28][CH:27]=[CH:26][C:22]=3[C:23]([NH2:25])=[O:24])=[O:19])[CH2:13][CH:14]=2)=[CH:5][CH:4]=1.CO. (2) Given the product [Br:1][C:2]1[C:10]2[N:9]=[C:8]([C:11]3[CH:12]=[CH:13][C:14]([CH:17]([CH3:19])[CH3:18])=[CH:15][CH:16]=3)[N:7]([CH2:20][CH2:21][O:22][CH3:23])[C:6]=2[C:5]([O:24][CH3:25])=[CH:4][C:3]=1[CH2:26][C:28]1[CH:33]=[CH:32][CH:31]=[C:30]([O:34][CH3:35])[CH:29]=1, predict the reactants needed to synthesize it. The reactants are: [Br:1][C:2]1[C:10]2[N:9]=[C:8]([C:11]3[CH:16]=[CH:15][C:14]([CH:17]([CH3:19])[CH3:18])=[CH:13][CH:12]=3)[N:7]([CH2:20][CH2:21][O:22][CH3:23])[C:6]=2[C:5]([O:24][CH3:25])=[CH:4][C:3]=1[C:26]([C:28]1[CH:33]=[CH:32][CH:31]=[C:30]([O:34][CH3:35])[CH:29]=1)=O.[OH-].[K+].O.NN.Cl.